This data is from Full USPTO retrosynthesis dataset with 1.9M reactions from patents (1976-2016). The task is: Predict the reactants needed to synthesize the given product. (1) Given the product [F:5][C:6]1[CH:7]=[CH:8][C:9]([C:12]2[CH:16]=[C:15]([CH2:17][OH:18])[NH:14][N:13]=2)=[CH:10][CH:11]=1, predict the reactants needed to synthesize it. The reactants are: C(O)(=O)C.[F:5][C:6]1[CH:11]=[CH:10][C:9]([C:12]2[CH:16]=[C:15]([C:17](OCC)=[O:18])[NH:14][N:13]=2)=[CH:8][CH:7]=1.[H-].[Al+3].[Li+].[H-].[H-].[H-]. (2) Given the product [C:18]([C@H:6]1[CH2:9][C@H:8]([NH:10][C:11](=[O:12])[O:13][C:14]([CH3:17])([CH3:16])[CH3:15])[CH2:7]1)#[N:19], predict the reactants needed to synthesize it. The reactants are: CS(O[C@H:6]1[CH2:9][C@@H:8]([NH:10][C:11]([O:13][C:14]([CH3:17])([CH3:16])[CH3:15])=[O:12])[CH2:7]1)(=O)=O.[C-:18]#[N:19].[Na+]. (3) Given the product [C:5]([NH:13][C:14]1[CH:23]=[C:22]([S:24][CH2:25][C:26]2[CH:31]=[CH:30][CH:29]=[CH:28][CH:27]=2)[CH:21]=[CH:20][C:15]=1[C:16]([OH:18])=[O:17])(=[O:12])[C:6]1[CH:7]=[CH:8][CH:9]=[CH:10][CH:11]=1, predict the reactants needed to synthesize it. The reactants are: [OH-].[Na+].CO.[C:5]([NH:13][C:14]1[CH:23]=[C:22]([S:24][CH2:25][C:26]2[CH:31]=[CH:30][CH:29]=[CH:28][CH:27]=2)[CH:21]=[CH:20][C:15]=1[C:16]([O:18]C)=[O:17])(=[O:12])[C:6]1[CH:11]=[CH:10][CH:9]=[CH:8][CH:7]=1. (4) Given the product [Si:24]([O:1][CH2:2][CH2:3][CH2:4][CH2:5][CH2:6][CH2:7][O:8][C:9]1[CH:14]=[CH:13][C:12]([C:15]2[CH:16]=[CH:17][C:18]([C:21]([OH:23])=[O:22])=[CH:19][CH:20]=2)=[CH:11][CH:10]=1)([C:27]([CH3:30])([CH3:29])[CH3:28])([CH3:26])[CH3:25], predict the reactants needed to synthesize it. The reactants are: [OH:1][CH2:2][CH2:3][CH2:4][CH2:5][CH2:6][CH2:7][O:8][C:9]1[CH:14]=[CH:13][C:12]([C:15]2[CH:20]=[CH:19][C:18]([C:21]([OH:23])=[O:22])=[CH:17][CH:16]=2)=[CH:11][CH:10]=1.[Si:24](Cl)([C:27]([CH3:30])([CH3:29])[CH3:28])([CH3:26])[CH3:25].N1C=CN=C1.C([O-])([O-])=O.[K+].[K+]. (5) Given the product [F:22][C:2]([F:1])([F:21])[C:3]1[CH:8]=[C:7]([C:9]([F:12])([F:10])[F:11])[CH:6]=[CH:5][C:4]=1[N:13]1[CH2:14][CH2:15][CH:16]([CH:19]=[O:20])[CH2:17][CH2:18]1, predict the reactants needed to synthesize it. The reactants are: [F:1][C:2]([F:22])([F:21])[C:3]1[CH:8]=[C:7]([C:9]([F:12])([F:11])[F:10])[CH:6]=[CH:5][C:4]=1[N:13]1[CH2:18][CH2:17][CH:16]([CH2:19][OH:20])[CH2:15][CH2:14]1.C(N(CC)CC)C.C(=O)([O-])O.[Na+].C(OCC)(=O)C. (6) Given the product [CH2:21]([CH:25]1[CH2:30][CH2:29][N:28]([CH2:17][CH2:18][CH2:19][N:8]2[C:9]3[C:4](=[CH:3][C:2]([F:1])=[C:11]([CH3:12])[CH:10]=3)[CH2:5][CH2:6][C:7]2=[O:13])[CH2:27][CH2:26]1)[CH2:22][CH2:23][CH3:24], predict the reactants needed to synthesize it. The reactants are: [F:1][C:2]1[CH:3]=[C:4]2[C:9](=[CH:10][C:11]=1[CH3:12])[NH:8][C:7](=[O:13])[CH2:6][CH2:5]2.[H-].[Na+].Cl[CH2:17][CH2:18][CH2:19]I.[CH2:21]([CH:25]1[CH2:30][CH2:29][NH:28][CH2:27][CH2:26]1)[CH2:22][CH2:23][CH3:24].N[C@H](C(O)=O)CC1C=C2C(C=CC=C2)=CC=1.C([O-])([O-])=O.[K+].[K+]. (7) Given the product [OH:4][CH2:3][C:2]([NH:1][C:11](=[O:12])[C:10]1[C:14]([O:22][CH3:23])=[CH:15][C:16]([C:18]([F:19])([F:20])[F:21])=[CH:17][C:9]=1[O:8][CH3:7])([CH3:6])[CH3:5], predict the reactants needed to synthesize it. The reactants are: [NH2:1][C:2]([CH3:6])([CH3:5])[CH2:3][OH:4].[CH3:7][O:8][C:9]1[CH:17]=[C:16]([C:18]([F:21])([F:20])[F:19])[CH:15]=[C:14]([O:22][CH3:23])[C:10]=1[C:11](Cl)=[O:12].O.